This data is from Catalyst prediction with 721,799 reactions and 888 catalyst types from USPTO. The task is: Predict which catalyst facilitates the given reaction. (1) Reactant: [Cl:1][C:2]1[S:6][C:5]([C:7]([NH:9][CH2:10][C:11]2[CH:15]=[CH:14][N:13]([C:16]3[CH:21]=[CH:20][C:19](I)=[CH:18][CH:17]=3)[N:12]=2)=[O:8])=[CH:4][CH:3]=1.[OH:23][C:24]1[CH:29]=[CH:28][CH:27]=[CH:26][N:25]=1.OC1C=CC=C2C=1N=CC=C2.C([O-])([O-])=O.[K+].[K+]. Product: [Cl:1][C:2]1[S:6][C:5]([C:7]([NH:9][CH2:10][C:11]2[CH:15]=[CH:14][N:13]([C:16]3[CH:21]=[CH:20][C:19]([N:25]4[CH:26]=[CH:27][CH:28]=[CH:29][C:24]4=[O:23])=[CH:18][CH:17]=3)[N:12]=2)=[O:8])=[CH:4][CH:3]=1. The catalyst class is: 156. (2) Reactant: C1[O:5][CH:2]1[CH:3]=[CH2:4].[CH2:6]([NH2:9])[CH:7]=[CH2:8].[C:10](O[C:10]([O:12][C:13]([CH3:16])([CH3:15])[CH3:14])=[O:11])([O:12][C:13]([CH3:16])([CH3:15])[CH3:14])=[O:11]. Product: [C:13]([O:12][C:10](=[O:11])[N:9]([CH2:6][CH:7]=[CH2:8])[CH:2]([OH:5])[CH:3]=[CH2:4])([CH3:16])([CH3:15])[CH3:14]. The catalyst class is: 6. (3) Reactant: [F:1][C:2]1[CH:43]=[CH:42][C:41]([F:44])=[CH:40][C:3]=1[CH2:4][N:5]1[CH:9]=[C:8]([C:10]2[C:18]3[C:13](=[N:14][CH:15]=[C:16]([C:19]4[CH:20]=[C:21]([NH:25][S:26]([CH3:29])(=[O:28])=[O:27])[CH:22]=[CH:23][CH:24]=4)[CH:17]=3)[N:12](S(C3C=CC(C)=CC=3)(=O)=O)[CH:11]=2)[CH:7]=[N:6]1.[OH-].[Li+]. The catalyst class is: 278. Product: [F:1][C:2]1[CH:43]=[CH:42][C:41]([F:44])=[CH:40][C:3]=1[CH2:4][N:5]1[CH:9]=[C:8]([C:10]2[C:18]3[C:13](=[N:14][CH:15]=[C:16]([C:19]4[CH:20]=[C:21]([NH:25][S:26]([CH3:29])(=[O:27])=[O:28])[CH:22]=[CH:23][CH:24]=4)[CH:17]=3)[NH:12][CH:11]=2)[CH:7]=[N:6]1. (4) Reactant: [CH2:1]([C:3]1[NH:4][CH:5]=[CH:6][CH:7]=1)[CH3:2].[CH3:8][C:9]1[CH:14]=[C:13]([CH3:15])[CH:12]=[CH:11][C:10]=1[S:16](Cl)(=[O:18])=[O:17].[H-].[Na+]. Product: [CH3:8][C:9]1[CH:14]=[C:13]([CH3:15])[CH:12]=[CH:11][C:10]=1[S:16]([N:4]1[CH:5]=[CH:6][CH:7]=[C:3]1[CH2:1][CH3:2])(=[O:17])=[O:18]. The catalyst class is: 49. (5) Reactant: [OH:1][CH2:2][C@:3]12[CH2:37][CH2:36][C@@H:35]([C:38]([CH3:40])=[CH2:39])[C@@H:4]1[C@@H:5]1[C@@:18]([CH3:21])([CH2:19][CH2:20]2)[C@@:17]2([CH3:22])[C@@H:8]([C@:9]3([CH3:34])[C@@H:14]([CH2:15][CH2:16]2)[C:13]([CH3:24])([CH3:23])[C:12]([C:25]2[CH:33]=[CH:32][C:28]([C:29]([OH:31])=[O:30])=[CH:27][CH:26]=2)=[CH:11][CH2:10]3)[CH2:7][CH2:6]1.[CH3:41][Si](C=[N+]=[N-])(C)C. Product: [OH:1][CH2:2][C@:3]12[CH2:37][CH2:36][C@@H:35]([C:38]([CH3:40])=[CH2:39])[C@@H:4]1[C@@H:5]1[C@@:18]([CH3:21])([CH2:19][CH2:20]2)[C@@:17]2([CH3:22])[C@@H:8]([C@:9]3([CH3:34])[C@@H:14]([CH2:15][CH2:16]2)[C:13]([CH3:24])([CH3:23])[C:12]([C:25]2[CH:33]=[CH:32][C:28]([C:29]([O:31][CH3:41])=[O:30])=[CH:27][CH:26]=2)=[CH:11][CH2:10]3)[CH2:7][CH2:6]1. The catalyst class is: 61. (6) Reactant: [CH2:1]([N:3]([CH2:38][CH3:39])[CH2:4][CH2:5][CH2:6][NH:7][C:8]1[N:9]=[C:10]([C:27]2[CH:28]=[C:29]([CH:33]=[C:34]([F:37])[C:35]=2[CH3:36])[C:30]([OH:32])=O)[C:11]2[CH:17]=[CH:16][C:15](=[O:18])[N:14]([C:19]3[C:24]([F:25])=[CH:23][CH:22]=[CH:21][C:20]=3[F:26])[C:12]=2[N:13]=1)[CH3:2].CN(C(O[N:48]1N=N[C:50]2[CH:51]=CC=C[C:49]1=2)=[N+](C)C)C.F[P-](F)(F)(F)(F)F.C(N(CC)CC)C.C(N)CC. Product: [CH2:1]([N:3]([CH2:38][CH3:39])[CH2:4][CH2:5][CH2:6][NH:7][C:8]1[N:9]=[C:10]([C:27]2[CH:28]=[C:29]([CH:33]=[C:34]([F:37])[C:35]=2[CH3:36])[C:30]([NH:48][CH2:49][CH2:50][CH3:51])=[O:32])[C:11]2[CH:17]=[CH:16][C:15](=[O:18])[N:14]([C:19]3[C:20]([F:26])=[CH:21][CH:22]=[CH:23][C:24]=3[F:25])[C:12]=2[N:13]=1)[CH3:2]. The catalyst class is: 3. (7) Reactant: [H-].[Na+].[Cl:3][C:4]1[CH:5]=[CH:6][C:7]2[NH:12][C:11](=[O:13])[O:10][C:9](=[O:14])[C:8]=2[CH:15]=1.[CH3:16]I. Product: [Cl:3][C:4]1[CH:5]=[CH:6][C:7]2[N:12]([CH3:16])[C:11](=[O:13])[O:10][C:9](=[O:14])[C:8]=2[CH:15]=1. The catalyst class is: 3. (8) Reactant: [C:1]([O:5][C:6]([N:8]1[CH2:12][CH2:11][CH:10]([CH2:13][NH2:14])[CH2:9]1)=[O:7])([CH3:4])([CH3:3])[CH3:2].[C:15]([O:19][C:20]([N:22]1[CH2:27][CH2:26][CH:25]([C:28](O)=[O:29])[CH2:24][CH2:23]1)=[O:21])([CH3:18])([CH3:17])[CH3:16].Cl.CN(C)CCCN=C=NCC. Product: [C:15]([O:19][C:20]([N:22]1[CH2:27][CH2:26][CH:25]([C:28](=[O:29])[NH:14][CH2:13][CH:10]2[CH2:11][CH2:12][N:8]([C:6]([O:5][C:1]([CH3:4])([CH3:3])[CH3:2])=[O:7])[CH2:9]2)[CH2:24][CH2:23]1)=[O:21])([CH3:18])([CH3:17])[CH3:16]. The catalyst class is: 112.